From a dataset of Reaction yield outcomes from USPTO patents with 853,638 reactions. Predict the reaction yield, written as a fraction of the theoretical maximum amount of product (1.0 means a 100% yield; for example, 0.34 means a 34% yield). The reactants are [CH3:1][CH:2]1[CH2:6][C:5]2[CH:7]=[C:8]([S:11]([CH3:14])(=[O:13])=[O:12])[CH:9]=[CH:10][C:4]=2[O:3]1.[Br:15]Br. The catalyst is C(Cl)Cl.[Fe]. The product is [Br:15][C:10]1[C:4]2[O:3][CH:2]([CH3:1])[CH2:6][C:5]=2[CH:7]=[C:8]([S:11]([CH3:14])(=[O:13])=[O:12])[CH:9]=1. The yield is 0.730.